From a dataset of Full USPTO retrosynthesis dataset with 1.9M reactions from patents (1976-2016). Predict the reactants needed to synthesize the given product. (1) Given the product [N:8]1[N:5]2[CH:6]=[CH:7][CH:2]=[N:3][C:4]2=[C:10]([CH:11]=[O:12])[CH:9]=1, predict the reactants needed to synthesize it. The reactants are: Cl[C:2]1[CH:7]=[CH:6][N:5]2[N:8]=[CH:9][C:10]([CH:11]=[O:12])=[C:4]2[N:3]=1.C(N(CC1C=C(C=CC=1)N)CC)C.ClCCl. (2) Given the product [CH2:1]([N:3]1[CH2:8][C@H:7]([CH3:9])[N:6]2[CH:10]=[C:11]([C:14]([O:16][CH2:17][CH3:18])=[O:15])[C:12]([O:13][CH3:20])=[C:5]2[C:4]1=[O:19])[CH3:2], predict the reactants needed to synthesize it. The reactants are: [CH2:1]([N:3]1[CH2:8][C@H:7]([CH3:9])[N:6]2[CH:10]=[C:11]([C:14]([O:16][CH2:17][CH3:18])=[O:15])[C:12]([OH:13])=[C:5]2[C:4]1=[O:19])[CH3:2].[C:20](=O)([O-])[O-].[K+].[K+].IC.